From a dataset of NCI-60 drug combinations with 297,098 pairs across 59 cell lines. Regression. Given two drug SMILES strings and cell line genomic features, predict the synergy score measuring deviation from expected non-interaction effect. (1) Drug 1: CS(=O)(=O)C1=CC(=C(C=C1)C(=O)NC2=CC(=C(C=C2)Cl)C3=CC=CC=N3)Cl. Drug 2: CCC1(CC2CC(C3=C(CCN(C2)C1)C4=CC=CC=C4N3)(C5=C(C=C6C(=C5)C78CCN9C7C(C=CC9)(C(C(C8N6C=O)(C(=O)OC)O)OC(=O)C)CC)OC)C(=O)OC)O.OS(=O)(=O)O. Cell line: T-47D. Synergy scores: CSS=33.6, Synergy_ZIP=-7.22, Synergy_Bliss=0.532, Synergy_Loewe=-20.1, Synergy_HSA=0.313. (2) Drug 1: C1=NC2=C(N=C(N=C2N1C3C(C(C(O3)CO)O)O)F)N. Drug 2: C1=NC2=C(N=C(N=C2N1C3C(C(C(O3)CO)O)F)Cl)N. Cell line: HCC-2998. Synergy scores: CSS=46.2, Synergy_ZIP=-8.97, Synergy_Bliss=-0.440, Synergy_Loewe=-15.6, Synergy_HSA=-0.556. (3) Drug 1: CN(C)C1=NC(=NC(=N1)N(C)C)N(C)C. Drug 2: CC1=C2C(C(=O)C3(C(CC4C(C3C(C(C2(C)C)(CC1OC(=O)C(C(C5=CC=CC=C5)NC(=O)C6=CC=CC=C6)O)O)OC(=O)C7=CC=CC=C7)(CO4)OC(=O)C)O)C)OC(=O)C. Cell line: M14. Synergy scores: CSS=39.8, Synergy_ZIP=3.79, Synergy_Bliss=3.75, Synergy_Loewe=-38.9, Synergy_HSA=0.906.